From a dataset of Full USPTO retrosynthesis dataset with 1.9M reactions from patents (1976-2016). Predict the reactants needed to synthesize the given product. (1) Given the product [CH3:11][C:10]1[N:6]([CH2:5][C:4]([NH:14][NH2:15])=[O:3])[N:7]=[CH:8][CH:9]=1, predict the reactants needed to synthesize it. The reactants are: C([O:3][C:4](=O)[CH2:5][N:6]1[C:10]([CH3:11])=[CH:9][CH:8]=[N:7]1)C.O.[NH2:14][NH2:15]. (2) The reactants are: S(Cl)([Cl:3])=O.O[CH2:6][C:7]1[C:12]([O:13][CH3:14])=[C:11]([O:15][CH3:16])[CH:10]=[CH:9][N:8]=1. Given the product [ClH:3].[Cl:3][CH2:6][C:7]1[C:12]([O:13][CH3:14])=[C:11]([O:15][CH3:16])[CH:10]=[CH:9][N:8]=1, predict the reactants needed to synthesize it. (3) The reactants are: [CH2:1]([CH2:13][NH2:14])[CH2:2][C:3]([P:9]([O-:12])([OH:11])=[O:10])([P:5]([OH:8])([OH:7])=[O:6])[OH:4].O.O.O.[Na+].[O-:19][P:20]([O:23][P:24]([O:27][P:28]([O-:31])([O-:30])=[O:29])([O-:26])=[O:25])([O-:22])=[O:21].[Na+].[Na+].[Na+].[Na+].[Na+].O.O.[Cl-].[Ca+2].[Cl-].[Cl-].[Ca+2].[Cl-].[OH-].[Na+]. Given the product [CH2:1]([CH2:13][NH2:14])[CH2:2][C:3]([P:5]([OH:7])([OH:8])=[O:6])([P:9]([OH:12])([OH:11])=[O:10])[OH:4].[O-:31][P:28]([O:27][P:24]([O:23][P:20]([O-:22])([O-:21])=[O:19])([O-:26])=[O:25])([O-:30])=[O:29], predict the reactants needed to synthesize it. (4) Given the product [C:1]([O:5][C:6](=[O:7])[N:8]([C@@H:9]1[CH2:13][CH2:12][C@H:11]([C:14]([NH:24][NH:23][C:18](=[O:22])[CH2:19][CH2:20][CH3:21])=[O:16])[CH2:10]1)[CH3:17])([CH3:2])([CH3:3])[CH3:4], predict the reactants needed to synthesize it. The reactants are: [C:1]([O:5][C:6]([N:8]([CH3:17])[C@@H:9]1[CH2:13][CH2:12][C@H:11]([C:14]([OH:16])=O)[CH2:10]1)=[O:7])([CH3:4])([CH3:3])[CH3:2].[C:18]([NH:23][NH2:24])(=[O:22])[CH2:19][CH2:20][CH3:21].Cl.CN(C)CCCN=C=NCC.O.ON1C2C=CC=CC=2N=N1.